Predict the reaction yield, written as a fraction of the theoretical maximum amount of product (1.0 means a 100% yield; for example, 0.34 means a 34% yield). From a dataset of Reaction yield outcomes from USPTO patents with 853,638 reactions. (1) The product is [F:11][C:2]([F:1])([F:10])[C:3]1[CH:4]=[C:5]([NH:9][C:29](=[O:30])[O:28][C:24]([CH3:27])([CH3:26])[CH3:25])[CH:6]=[N:7][CH:8]=1. The reactants are [F:1][C:2]([F:11])([F:10])[C:3]1[CH:4]=[C:5]([NH2:9])[CH:6]=[N:7][CH:8]=1.C[Si]([NH-])(C)C.C[Si]([NH-])(C)C.[Na+].[Na+].[C:24]([O:28][C:29](O[C:29]([O:28][C:24]([CH3:27])([CH3:26])[CH3:25])=[O:30])=[O:30])([CH3:27])([CH3:26])[CH3:25]. The catalyst is C1COCC1. The yield is 0.310. (2) The reactants are [NH2:1][C:2]1[CH:3]=[C:4]([CH2:13][C:14]([O:16][CH3:17])=[O:15])[CH:5]=[CH:6][C:7]=1[O:8][CH2:9][CH:10]1[CH2:12][CH2:11]1.[CH3:18][S:19](Cl)(=[O:21])=[O:20]. The catalyst is N1C=CC=CC=1. The product is [CH:10]1([CH2:9][O:8][C:7]2[CH:6]=[CH:5][C:4]([CH2:13][C:14]([O:16][CH3:17])=[O:15])=[CH:3][C:2]=2[NH:1][S:19]([CH3:18])(=[O:21])=[O:20])[CH2:11][CH2:12]1. The yield is 0.943. (3) The reactants are [C:1]([N:5]1[C:9](=[O:10])[C:8]([NH:11][CH2:12][CH2:13][CH2:14][O:15][C:16]2[CH:25]=[CH:24][C:19]([C:20]([O:22]C)=[O:21])=[CH:18][CH:17]=2)=[C:7]([C:26]2[CH:31]=[CH:30][CH:29]=[CH:28][CH:27]=2)[S:6]1(=[O:33])=[O:32])([CH3:4])([CH3:3])[CH3:2].[Li+].[I-]. The catalyst is N1C=CC=CC=1. The product is [C:1]([N:5]1[C:9](=[O:10])[C:8]([NH:11][CH2:12][CH2:13][CH2:14][O:15][C:16]2[CH:25]=[CH:24][C:19]([C:20]([OH:22])=[O:21])=[CH:18][CH:17]=2)=[C:7]([C:26]2[CH:31]=[CH:30][CH:29]=[CH:28][CH:27]=2)[S:6]1(=[O:32])=[O:33])([CH3:4])([CH3:2])[CH3:3]. The yield is 0.0340. (4) The reactants are [C:1]([C:5]1[NH:6][C:7]2[C:12]([CH:13]=1)=[CH:11][C:10]([N+:14]([O-])=O)=[CH:9][C:8]=2[CH2:17][OH:18])([CH3:4])([CH3:3])[CH3:2]. The catalyst is [Ni].CO. The product is [NH2:14][C:10]1[CH:11]=[C:12]2[C:7](=[C:8]([CH2:17][OH:18])[CH:9]=1)[NH:6][C:5]([C:1]([CH3:4])([CH3:3])[CH3:2])=[CH:13]2. The yield is 0.800. (5) The reactants are [C:1]([O:12][CH:13]1[CH:18]([CH:19]([CH3:21])[CH3:20])[CH2:17][CH2:16][CH:15]([CH3:22])[CH2:14]1)(=[O:11])[C:2]1[C:3](=[CH:7][CH:8]=[CH:9][CH:10]=1)[C:4]([O-])=[O:5].C(Cl)(=O)C(Cl)=O.[BH4-].[Na+].OS([O-])(=O)=O.[K+]. No catalyst specified. The product is [OH:5][CH2:4][C:3]1[CH:7]=[CH:8][CH:9]=[CH:10][C:2]=1[C:1]([O:12][C@H:13]1[C@H:18]([CH:19]([CH3:21])[CH3:20])[CH2:17][CH2:16][C@@H:15]([CH3:22])[CH2:14]1)=[O:11]. The yield is 0.550. (6) The yield is 0.530. The product is [F:1][C:2]1[CH:7]=[C:6]([F:8])[CH:5]=[CH:4][C:3]=1[N:9]1[C:13]([C:14]2[S:23][C:22]3[C:21]4[N:24]=[C:25]([NH:28][CH2:29][CH:30]([OH:31])[CH2:34][OH:33])[CH:26]=[CH:27][C:20]=4[O:19][CH2:18][CH2:17][C:16]=3[CH:15]=2)=[N:12][CH:11]=[N:10]1. The catalyst is Cl.O1CCOCC1. The reactants are [F:1][C:2]1[CH:7]=[C:6]([F:8])[CH:5]=[CH:4][C:3]=1[N:9]1[C:13]([C:14]2[S:23][C:22]3[C:21]4[N:24]=[C:25]([NH:28][CH2:29][CH:30]5[CH2:34][O:33]C(C)(C)[O:31]5)[CH:26]=[CH:27][C:20]=4[O:19][CH2:18][CH2:17][C:16]=3[CH:15]=2)=[N:12][CH:11]=[N:10]1. (7) The reactants are [CH2:1]([NH2:4])[CH2:2][CH3:3].[Cl:5][C:6]1[N:7]=[C:8]([C:13]([NH:15][CH:16]2[CH2:21][CH2:20][N:19](C(OC(C)(C)C)=O)[CH2:18][C:17]2=O)=[O:14])[NH:9][C:10]=1[CH2:11][CH3:12].C(O)(=O)C.C([BH3-])#N.[Na+]. The catalyst is O1CCCC1.CO. The product is [Cl:5][C:6]1[N:7]=[C:8]([C:13]([NH:15][C@@H:16]2[CH2:21][CH2:20][NH:19][CH2:18][C@H:17]2[NH:4][CH2:1][CH2:2][CH3:3])=[O:14])[NH:9][C:10]=1[CH2:11][CH3:12].[Cl:5][C:6]1[N:7]=[C:8]([C:13]([NH:15][C@H:16]2[CH2:21][CH2:20][NH:19][CH2:18][C@H:17]2[NH:4][CH2:1][CH2:2][CH3:3])=[O:14])[NH:9][C:10]=1[CH2:11][CH3:12]. The yield is 0.120.